Task: Regression. Given a peptide amino acid sequence and an MHC pseudo amino acid sequence, predict their binding affinity value. This is MHC class I binding data.. Dataset: Peptide-MHC class I binding affinity with 185,985 pairs from IEDB/IMGT (1) The peptide sequence is TLLDFAHGL. The MHC is HLA-A02:01 with pseudo-sequence HLA-A02:01. The binding affinity (normalized) is 0.787. (2) The MHC is HLA-A29:02 with pseudo-sequence HLA-A29:02. The binding affinity (normalized) is 0.0847. The peptide sequence is SQLPPACPV. (3) The peptide sequence is ILYMLSWGK. The MHC is HLA-B51:01 with pseudo-sequence HLA-B51:01. The binding affinity (normalized) is 0.0847. (4) The peptide sequence is RPLDRATVL. The MHC is HLA-B07:02 with pseudo-sequence HLA-B07:02. The binding affinity (normalized) is 0.611. (5) The peptide sequence is SLLRGLIFY. The MHC is HLA-A02:19 with pseudo-sequence HLA-A02:19. The binding affinity (normalized) is 0.0847. (6) The peptide sequence is SGVENPGGYCM. The MHC is H-2-Db with pseudo-sequence H-2-Db. The binding affinity (normalized) is 0.615. (7) The peptide sequence is VMLDWGIEL. The MHC is HLA-B15:01 with pseudo-sequence HLA-B15:01. The binding affinity (normalized) is 0.484.